From a dataset of Full USPTO retrosynthesis dataset with 1.9M reactions from patents (1976-2016). Predict the reactants needed to synthesize the given product. (1) Given the product [CH3:7][N:8]([C:13]1[CH:14]=[CH:15][C:16]([N+:20]([O-:22])=[O:21])=[C:17]([CH3:19])[CH:18]=1)[CH2:9][CH2:10][OH:11], predict the reactants needed to synthesize it. The reactants are: C(=O)([O-])[O-].[K+].[K+].[CH3:7][NH:8][CH2:9][CH2:10][OH:11].F[C:13]1[CH:14]=[CH:15][C:16]([N+:20]([O-:22])=[O:21])=[C:17]([CH3:19])[CH:18]=1. (2) The reactants are: [CH3:1][O:2][C:3]1[C:4](C=O)=[CH:5][C:6]2[O:10][CH2:9][CH2:8][C:7]=2[CH:11]=1.[C:14]([O:22][CH2:23][CH3:24])(=[O:21])[CH2:15][C:16]([O:18][CH2:19][CH3:20])=[O:17].C(O)(=O)C.N1CCCCC1. Given the product [CH3:1][O:2][CH:3]1[CH:11]=[C:7]2[CH2:8][CH2:9][O:10][C:6]2=[CH:5][C:4]1=[C:15]([C:16]([O:18][CH2:19][CH3:20])=[O:17])[C:14]([O:22][CH2:23][CH3:24])=[O:21], predict the reactants needed to synthesize it. (3) Given the product [CH:3]1[C:4]2=[C:13]3[CH:8]([CH2:7][CH2:6][CH2:5]2)[CH2:9][CH2:10][CH2:11][C:12]3=[CH:1][C:2]=1[NH:14][C:15]([C:17]1[CH:26]=[CH:25][C:20]([C:21]([OH:23])=[O:22])=[CH:19][N:18]=1)=[O:16], predict the reactants needed to synthesize it. The reactants are: [CH:1]1[C:12]2=[C:13]3[CH:8]([CH2:9][CH2:10][CH2:11]2)[CH2:7][CH2:6][CH2:5][C:4]3=[CH:3][C:2]=1[NH:14][C:15]([C:17]1[CH:26]=[CH:25][C:20]([C:21]([O:23]C)=[O:22])=[CH:19][N:18]=1)=[O:16].[OH-].[Na+].Cl. (4) Given the product [CH3:21][O:20][C:18](=[O:19])[CH2:17][C:12]1[C:11](=[O:22])[N:10]([NH:9][CH2:7][C:3]2[CH:2]=[N:1][CH:6]=[CH:5][CH:4]=2)[CH:15]=[CH:14][C:13]=1[CH3:16], predict the reactants needed to synthesize it. The reactants are: [N:1]1[CH:6]=[CH:5][CH:4]=[C:3]([CH:7]=O)[CH:2]=1.[NH2:9][N:10]1[CH:15]=[CH:14][C:13]([CH3:16])=[C:12]([CH2:17][C:18]([O:20][CH3:21])=[O:19])[C:11]1=[O:22].C([BH3-])#N.[Na+]. (5) Given the product [Cl:17][C:18]1[CH:28]=[CH:27][C:26]([S:29]([NH:30][CH:31]2[CH2:33][CH2:32]2)(=[O:35])=[O:34])=[CH:25][C:19]=1[C:20]1[NH:22][C:23](=[O:24])[N:8]([C:5]2[CH:6]=[CH:7][C:2]([Cl:1])=[CH:3][CH:4]=2)[N:9]=1, predict the reactants needed to synthesize it. The reactants are: [Cl:1][C:2]1[CH:7]=[CH:6][C:5]([NH:8][NH:9]C(OC(C)(C)C)=O)=[CH:4][CH:3]=1.[Cl:17][C:18]1[CH:28]=[CH:27][C:26]([S:29](=[O:35])(=[O:34])[NH:30][CH:31]2[CH2:33][CH2:32]2)=[CH:25][C:19]=1[C:20]([N:22]=[C:23]=[O:24])=O.C(O)(C(F)(F)F)=O.